Dataset: Reaction yield outcomes from USPTO patents with 853,638 reactions. Task: Predict the reaction yield, written as a fraction of the theoretical maximum amount of product (1.0 means a 100% yield; for example, 0.34 means a 34% yield). (1) The reactants are [Cl:1][CH2:2][C:3]([NH:5][CH2:6][C:7]#[C:8][C:9]1[CH:10]=[C:11]2[C:16](=[CH:17][CH:18]=1)[N:15]=[CH:14][N:13]=[C:12]2Cl)=[O:4].[CH3:20][C:21]1[CH:22]=[C:23]([NH2:34])[CH:24]=[CH:25][C:26]=1[O:27][C:28]1[CH:29]=[N:30][CH:31]=[CH:32][CH:33]=1. The catalyst is CC(O)(C)C.ClCCCl. The product is [Cl:1][CH2:2][C:3]([NH:5][CH2:6][C:7]#[C:8][C:9]1[CH:10]=[C:11]2[C:16](=[CH:17][CH:18]=1)[N:15]=[CH:14][N:13]=[C:12]2[NH:34][C:23]1[CH:24]=[CH:25][C:26]([O:27][C:28]2[CH:29]=[N:30][CH:31]=[CH:32][CH:33]=2)=[C:21]([CH3:20])[CH:22]=1)=[O:4]. The yield is 0.820. (2) The reactants are C([O:3][C:4](=[O:30])[CH2:5][NH:6][C:7]([C:9]1[N:14]=[C:13]([OH:15])[C:12]([C:16](=[O:29])[NH:17][CH2:18][C:19]2[C:28]3[C:23](=[CH:24][CH:25]=[CH:26][CH:27]=3)[CH:22]=[CH:21][CH:20]=2)=[CH:11][N:10]=1)=[O:8])C. The catalyst is [OH-].[K+]. The product is [OH:15][C:13]1[C:12]([C:16](=[O:29])[NH:17][CH2:18][C:19]2[C:28]3[C:23](=[CH:24][CH:25]=[CH:26][CH:27]=3)[CH:22]=[CH:21][CH:20]=2)=[CH:11][N:10]=[C:9]([C:7]([NH:6][CH2:5][C:4]([OH:30])=[O:3])=[O:8])[N:14]=1. The yield is 0.790.